Dataset: Catalyst prediction with 721,799 reactions and 888 catalyst types from USPTO. Task: Predict which catalyst facilitates the given reaction. Reactant: [C:1]1([C:7]2[N:8]([CH2:12][CH2:13][OH:14])[CH:9]=[CH:10][N:11]=2)[CH:6]=[CH:5][CH:4]=[CH:3][CH:2]=1.[CH:15]1[CH:20]=[C:19]([CH2:21][C:22](O)=[O:23])[C:18]([NH:25][C:26]2[C:31]([Cl:32])=[CH:30][CH:29]=[CH:28][C:27]=2[Cl:33])=[CH:17][CH:16]=1.C1(N=C=NC2CCCCC2)CCCCC1. Product: [Cl:32][C:31]1[CH:30]=[CH:29][CH:28]=[C:27]([Cl:33])[C:26]=1[NH:25][C:18]1[CH:17]=[CH:16][CH:15]=[CH:20][C:19]=1[CH2:21][C:22]([O:14][CH2:13][CH2:12][N:8]1[CH:9]=[CH:10][N:11]=[C:7]1[C:1]1[CH:2]=[CH:3][CH:4]=[CH:5][CH:6]=1)=[O:23]. The catalyst class is: 119.